Dataset: Full USPTO retrosynthesis dataset with 1.9M reactions from patents (1976-2016). Task: Predict the reactants needed to synthesize the given product. (1) Given the product [CH2:14]([O:13][C:11]([C:10]1[C:9]([CH3:16])=[N:8][N:7]2[C:2]([O:1][CH2:21][C:20]3[C:23]([F:27])=[CH:24][CH:25]=[CH:26][C:19]=3[Cl:18])=[CH:3][C:4]([CH3:17])=[CH:5][C:6]=12)=[O:12])[CH3:15], predict the reactants needed to synthesize it. The reactants are: [OH:1][C:2]1[N:7]2[N:8]=[C:9]([CH3:16])[C:10]([C:11]([O:13][CH2:14][CH3:15])=[O:12])=[C:6]2[CH:5]=[C:4]([CH3:17])[CH:3]=1.[Cl:18][C:19]1[CH:26]=[CH:25][CH:24]=[C:23]([F:27])[C:20]=1[CH2:21]O.C1(P(C2C=CC=CC=2)C2C=CC=CC=2)C=CC=CC=1.N(C(OC(C)C)=O)=NC(OC(C)C)=O. (2) Given the product [C:30]([CH2:32][C:33]([NH:1][C@@H:2]1[CH2:7][CH2:6][CH2:5][CH2:4][C@H:3]1[NH:8][C:9]1[C:10]2[N:11]([CH:18]=[CH:19][CH:20]=2)[N:12]=[CH:13][C:14]=1[C:15]([NH2:17])=[O:16])=[O:34])#[N:31], predict the reactants needed to synthesize it. The reactants are: [NH2:1][C@@H:2]1[CH2:7][CH2:6][CH2:5][CH2:4][C@H:3]1[NH:8][C:9]1[C:10]2[N:11]([CH:18]=[CH:19][CH:20]=2)[N:12]=[CH:13][C:14]=1[C:15]([NH2:17])=[O:16].CCN(C(C)C)C(C)C.[C:30]([CH2:32][C:33](O)=[O:34])#[N:31].CN(C(ON1N=NC2C=CC=NC1=2)=[N+](C)C)C.F[P-](F)(F)(F)(F)F.